Dataset: Reaction yield outcomes from USPTO patents with 853,638 reactions. Task: Predict the reaction yield, written as a fraction of the theoretical maximum amount of product (1.0 means a 100% yield; for example, 0.34 means a 34% yield). (1) The reactants are [NH2:1][C:2]1[N:7]=[C:6]([CH2:8][C:9]2[C:14]([Cl:15])=[CH:13][CH:12]=[CH:11][C:10]=2[Cl:16])[N:5]=[C:4]([NH:17][C:18]2[CH:25]=[CH:24][C:21]([C:22]#[N:23])=[CH:20][CH:19]=2)[N:3]=1.[H-].[Na+].[N:28]([CH:31]([CH3:33])[CH3:32])=[C:29]=[O:30]. The catalyst is CN(C=O)C. The product is [C:22]([C:21]1[CH:20]=[CH:19][C:18]([NH:17][C:4]2[N:5]=[C:6]([CH2:8][C:9]3[C:14]([Cl:15])=[CH:13][CH:12]=[CH:11][C:10]=3[Cl:16])[N:7]=[C:2]([NH:1][C:29]([NH:28][CH:31]([CH3:33])[CH3:32])=[O:30])[N:3]=2)=[CH:25][CH:24]=1)#[N:23]. The yield is 0.851. (2) The reactants are [CH3:1][O:2][C:3]1[CH:4]=[C:5]2[C:10](=[CH:11][C:12]=1[O:13][CH3:14])[N:9]=[CH:8][N:7]=[C:6]2[O:15][C:16]1[CH:22]=[CH:21][C:19]([NH2:20])=[CH:18][CH:17]=1.C(N(CC)CC)C.ClC(Cl)(O[C:34](=[O:40])OC(Cl)(Cl)Cl)Cl.[CH3:42][N:43]([CH3:47])[CH2:44][CH2:45][NH2:46]. The catalyst is C(Cl)(Cl)Cl.O. The product is [CH3:1][O:2][C:3]1[CH:4]=[C:5]2[C:10](=[CH:11][C:12]=1[O:13][CH3:14])[N:9]=[CH:8][N:7]=[C:6]2[O:15][C:16]1[CH:22]=[CH:21][C:19]([NH:20][C:34]([NH:46][CH2:45][CH2:44][N:43]([CH3:47])[CH3:42])=[O:40])=[CH:18][CH:17]=1. The yield is 0.210. (3) The reactants are [Cl:1][C:2]1[CH:3]=[C:4]([CH:16]=[CH:17][CH:18]=1)[O:5][CH2:6][C:7](=[O:15])[CH2:8]P(=O)(OC)OC.[Li+].[Cl-].CCN([CH2:26][CH3:27])CC.[NH4+].[Cl-].[C:30]([O:33][CH2:34][CH3:35])(=[O:32])[CH3:31]. The catalyst is C(Cl)Cl.C1COCC1. The product is [C:30]([O:33][CH:34]1[CH2:35][CH:34]2[O:33][C:30](=[O:32])[CH2:31][CH:35]2[CH:26]1/[CH:27]=[CH:8]/[C:7](=[O:15])[CH2:6][O:5][C:4]1[CH:16]=[CH:17][CH:18]=[C:2]([Cl:1])[CH:3]=1)(=[O:32])[C:31]1[CH:4]=[CH:3][CH:2]=[CH:18][CH:17]=1. The yield is 0.720.